The task is: Predict the reaction yield, written as a fraction of the theoretical maximum amount of product (1.0 means a 100% yield; for example, 0.34 means a 34% yield).. This data is from Reaction yield outcomes from USPTO patents with 853,638 reactions. (1) The reactants are [CH2:1]([O:8][N:9]1[C:15](=[O:16])[N:14]2[CH2:17][C@H:10]1[CH2:11][CH2:12][C@H:13]2[C:18]([OH:20])=O)[C:2]1[CH:7]=[CH:6][CH:5]=[CH:4][CH:3]=1.[NH2:21][O:22][CH:23]1[CH2:26][N:25]([C:27]([O:29][C:30]([CH3:33])([CH3:32])[CH3:31])=[O:28])[CH2:24]1.ON1C2C=CC=CC=2N=N1.Cl.C(N=C=NCCCN(C)C)C. The catalyst is C(Cl)Cl. The product is [CH2:1]([O:8][N:9]1[C:15](=[O:16])[N:14]2[CH2:17][C@H:10]1[CH2:11][CH2:12][C@H:13]2[C:18]([NH:21][O:22][CH:23]1[CH2:24][N:25]([C:27]([O:29][C:30]([CH3:33])([CH3:32])[CH3:31])=[O:28])[CH2:26]1)=[O:20])[C:2]1[CH:3]=[CH:4][CH:5]=[CH:6][CH:7]=1. The yield is 0.480. (2) The reactants are [Br:1][C:2]1[CH:9]=[CH:8][C:7]([O:10][Si:11]([C:14]([CH3:17])([CH3:16])[CH3:15])([CH3:13])[CH3:12])=[CH:6][C:3]=1[CH2:4][OH:5].C(N(C(C)C)CC)(C)C.[CH3:27][O:28][CH2:29]Cl.O. The catalyst is ClCCl. The product is [Br:1][C:2]1[CH:9]=[CH:8][C:7]([O:10][Si:11]([C:14]([CH3:17])([CH3:16])[CH3:15])([CH3:12])[CH3:13])=[CH:6][C:3]=1[CH2:4][O:5][CH2:27][O:28][CH3:29]. The yield is 0.940. (3) The reactants are [S-:1][C:2]#[N:3].[K+].[F:5][C:6]1[CH:14]=[CH:13][C:12]([C:15]([F:18])([F:17])[F:16])=[CH:11][C:7]=1[C:8]([Cl:10])=[O:9].[CH2:19]([NH:23][C:24]1[CH:25]=[N:26][CH:27]=[CH:28][C:29]=1Cl)[CH2:20][CH2:21][CH3:22]. The catalyst is O1CCCC1. The product is [ClH:10].[CH2:19]([N:23]1[C:24]2[CH:25]=[N:26][CH:27]=[CH:28][C:29]=2[S:1]/[C:2]/1=[N:3]\[C:8](=[O:9])[C:7]1[CH:11]=[C:12]([C:15]([F:18])([F:17])[F:16])[CH:13]=[CH:14][C:6]=1[F:5])[CH2:20][CH2:21][CH3:22]. The yield is 0.930. (4) The reactants are Cl[C:2]1[N:3]=[CH:4][C:5]2[C:11]([CH:12]([F:14])[F:13])=[N:10][CH:9]=[C:8]([I:15])[C:6]=2[N:7]=1.C(N(CC)CC)C.C(O)C.[C:26]([O:30][C:31](=[O:40])[NH:32][C@H:33]1[CH2:38][CH2:37][CH2:36][CH2:35][C@H:34]1[NH2:39])([CH3:29])([CH3:28])[CH3:27]. The catalyst is C(#N)C. The product is [C:26]([O:30][C:31](=[O:40])[NH:32][C@H:33]1[CH2:38][CH2:37][CH2:36][CH2:35][C@H:34]1[NH:39][C:2]1[N:3]=[CH:4][C:5]2[C:11]([CH:12]([F:14])[F:13])=[N:10][CH:9]=[C:8]([I:15])[C:6]=2[N:7]=1)([CH3:29])([CH3:27])[CH3:28]. The yield is 0.580. (5) The reactants are Cl[CH2:2][CH2:3][O:4][C:5]1[CH:10]=[CH:9][C:8]([NH:11][C:12](=[O:17])[CH2:13][CH2:14][CH2:15][CH3:16])=[CH:7][C:6]=1[C:18]1[N:19]([CH3:23])[N:20]=[CH:21][CH:22]=1.[OH:24][CH:25]1[CH2:30][CH2:29][NH:28][CH2:27][CH2:26]1.C(=O)([O-])[O-].[K+].[K+]. The catalyst is [I-].C([N+](CCCC)(CCCC)CCCC)CCC.CN(C=O)C. The product is [OH:24][CH:25]1[CH2:30][CH2:29][N:28]([CH2:2][CH2:3][O:4][C:5]2[CH:10]=[CH:9][C:8]([NH:11][C:12](=[O:17])[CH2:13][CH2:14][CH2:15][CH3:16])=[CH:7][C:6]=2[C:18]2[N:19]([CH3:23])[N:20]=[CH:21][CH:22]=2)[CH2:27][CH2:26]1. The yield is 0.850. (6) The reactants are [Cl:1][C:2]1[CH:7]=[CH:6][C:5]([C@H:8]2[CH2:17][CH2:16][N:15]3[C:10]([NH:11][N:12]=[C:13]([CH2:19][NH:20][C:21]([C:23]4([CH3:26])[CH2:25][CH2:24]4)=O)[C:14]3=[O:18])=[N:9]2)=[CH:4][CH:3]=1.P([O-])([O-])([O-])=O.[K+].[K+].[K+].C(=O)(O)[O-].[Na+]. The catalyst is P(Cl)(Cl)(Cl)=O. The product is [Cl:1][C:2]1[CH:7]=[CH:6][C:5]([C@H:8]2[CH2:17][CH2:16][N:15]3[C:10](=[N:11][N:12]4[C:21]([C:23]5([CH3:26])[CH2:25][CH2:24]5)=[N:20][CH:19]=[C:13]4[C:14]3=[O:18])[NH:9]2)=[CH:4][CH:3]=1. The yield is 0.511. (7) The reactants are [CH3:1][O:2][C:3]1[CH:20]=[CH:19][C:6]([C:7]([NH:9][C:10]2[CH:15]=[CH:14][C:13]([N+:16]([O-:18])=[O:17])=[CH:12][CH:11]=2)=O)=[CH:5][CH:4]=1.COC1C=CC(P2(SP(C3C=CC(OC)=CC=3)(=S)S2)=[S:30])=CC=1. The catalyst is ClC1C=CC=CC=1. The product is [CH3:1][O:2][C:3]1[CH:20]=[CH:19][C:6]([C:7]([NH:9][C:10]2[CH:15]=[CH:14][C:13]([N+:16]([O-:18])=[O:17])=[CH:12][CH:11]=2)=[S:30])=[CH:5][CH:4]=1. The yield is 0.774. (8) No catalyst specified. The yield is 0.560. The reactants are Br[C:2]1[CH:3]=[CH:4][C:5]2[C:6]3[CH2:15][N:14]([C:16]([O:18][C:19]([CH3:22])([CH3:21])[CH3:20])=[O:17])[CH2:13][CH2:12][C:7]=3[N:8]([CH3:11])[C:9]=2[CH:10]=1.[N:23]1[CH:28]=[CH:27][CH:26]=[CH:25][C:24]=1[CH2:29][CH2:30][N:31]1[CH2:36][CH2:35][NH:34][C:33](=[O:37])[CH2:32]1. The product is [CH3:11][N:8]1[C:9]2[CH:10]=[C:2]([N:34]3[CH2:35][CH2:36][N:31]([CH2:30][CH2:29][C:24]4[CH:25]=[CH:26][CH:27]=[CH:28][N:23]=4)[CH2:32][C:33]3=[O:37])[CH:3]=[CH:4][C:5]=2[C:6]2[CH2:15][N:14]([C:16]([O:18][C:19]([CH3:22])([CH3:21])[CH3:20])=[O:17])[CH2:13][CH2:12][C:7]1=2. (9) The reactants are [C:1]([O:5][C:6]([NH:8][C@H:9]([CH:14]1[CH2:17][O:16][CH2:15]1)[C:10]([O:12]C)=[O:11])=[O:7])([CH3:4])([CH3:3])[CH3:2].[OH-].[Na+]. The catalyst is CO. The product is [C:1]([O:5][C:6]([NH:8][C@H:9]([CH:14]1[CH2:15][O:16][CH2:17]1)[C:10]([OH:12])=[O:11])=[O:7])([CH3:4])([CH3:2])[CH3:3]. The yield is 0.820.